This data is from Full USPTO retrosynthesis dataset with 1.9M reactions from patents (1976-2016). The task is: Predict the reactants needed to synthesize the given product. (1) Given the product [N:31]1([C:35]([C:37]2[CH:38]=[CH:39][C:40]([O:1][C:2]3[CH:3]=[C:4]([C:14]4[NH:15][C:16]([C:19]5[S:20][CH:21]=[CH:22][N:23]=5)=[CH:17][CH:18]=4)[CH:5]=[C:6]([O:8][C@@H:9]([CH3:13])[CH2:10][O:11][CH3:12])[CH:7]=3)=[N:41][CH:42]=2)=[O:36])[CH2:34][CH2:33][CH2:32]1, predict the reactants needed to synthesize it. The reactants are: [OH:1][C:2]1[CH:3]=[C:4]([C:14]2[N:15](C(OC(C)(C)C)=O)[C:16]([C:19]3[S:20][CH:21]=[CH:22][N:23]=3)=[CH:17][CH:18]=2)[CH:5]=[C:6]([O:8][C@@H:9]([CH3:13])[CH2:10][O:11][CH3:12])[CH:7]=1.[N:31]1([C:35]([C:37]2[CH:38]=[CH:39][C:40](Cl)=[N:41][CH:42]=2)=[O:36])[CH2:34][CH2:33][CH2:32]1.[H-].[Na+].Cl. (2) Given the product [C:15]([O:19][C:20]([N:22]1[CH2:23][C@@H:24]([OH:25])[C@H:26]([N:11]2[CH2:12][CH2:13][CH2:14][N:8]([C:5]3[CH:4]=[CH:3][C:2]([Cl:1])=[CH:7][CH:6]=3)[CH2:9][CH2:10]2)[CH2:27]1)=[O:21])([CH3:18])([CH3:16])[CH3:17], predict the reactants needed to synthesize it. The reactants are: [Cl:1][C:2]1[CH:7]=[CH:6][C:5]([N:8]2[CH2:14][CH2:13][CH2:12][NH:11][CH2:10][CH2:9]2)=[CH:4][CH:3]=1.[C:15]([O:19][C:20]([N:22]1[CH2:27][CH:26]2[CH:24]([O:25]2)[CH2:23]1)=[O:21])([CH3:18])([CH3:17])[CH3:16].FC(F)(F)S([O-])(=O)=O.[Ca+2].FC(F)(F)S([O-])(=O)=O. (3) Given the product [CH3:14][N:15]1[CH:20]2[CH2:21][CH:22]=[CH:23][CH:24]=[C:19]2[O:18][CH:17]([CH2:25][NH2:27])[CH2:16]1, predict the reactants needed to synthesize it. The reactants are: FC1C2OC(CN)CNC=2C=CC=1.[CH3:14][N:15]1[C:20]2[CH:21]=[CH:22][CH:23]=[CH:24][C:19]=2[O:18][CH:17]([C:25]([NH2:27])=O)[CH2:16]1.